From a dataset of NCI-60 drug combinations with 297,098 pairs across 59 cell lines. Regression. Given two drug SMILES strings and cell line genomic features, predict the synergy score measuring deviation from expected non-interaction effect. (1) Drug 1: C1=CN(C(=O)N=C1N)C2C(C(C(O2)CO)O)O.Cl. Drug 2: CC(C)(C#N)C1=CC(=CC(=C1)CN2C=NC=N2)C(C)(C)C#N. Cell line: RXF 393. Synergy scores: CSS=2.75, Synergy_ZIP=-0.623, Synergy_Bliss=-2.41, Synergy_Loewe=-2.43, Synergy_HSA=-3.34. (2) Drug 1: CC1OCC2C(O1)C(C(C(O2)OC3C4COC(=O)C4C(C5=CC6=C(C=C35)OCO6)C7=CC(=C(C(=C7)OC)O)OC)O)O. Drug 2: COC1=CC(=CC(=C1O)OC)C2C3C(COC3=O)C(C4=CC5=C(C=C24)OCO5)OC6C(C(C7C(O6)COC(O7)C8=CC=CS8)O)O. Cell line: U251. Synergy scores: CSS=68.1, Synergy_ZIP=0.743, Synergy_Bliss=0.296, Synergy_Loewe=3.70, Synergy_HSA=6.90. (3) Drug 1: C1CCC(C1)C(CC#N)N2C=C(C=N2)C3=C4C=CNC4=NC=N3. Drug 2: CC1CCC2CC(C(=CC=CC=CC(CC(C(=O)C(C(C(=CC(C(=O)CC(OC(=O)C3CCCCN3C(=O)C(=O)C1(O2)O)C(C)CC4CCC(C(C4)OC)O)C)C)O)OC)C)C)C)OC. Cell line: NCI-H322M. Synergy scores: CSS=25.9, Synergy_ZIP=12.9, Synergy_Bliss=11.7, Synergy_Loewe=-29.3, Synergy_HSA=11.7. (4) Drug 1: CC(C1=C(C=CC(=C1Cl)F)Cl)OC2=C(N=CC(=C2)C3=CN(N=C3)C4CCNCC4)N. Drug 2: CN1CCC(CC1)COC2=C(C=C3C(=C2)N=CN=C3NC4=C(C=C(C=C4)Br)F)OC. Cell line: CAKI-1. Synergy scores: CSS=39.7, Synergy_ZIP=-7.52, Synergy_Bliss=-0.658, Synergy_Loewe=0.370, Synergy_HSA=2.99. (5) Cell line: TK-10. Drug 2: C1=NC2=C(N1)C(=S)N=C(N2)N. Synergy scores: CSS=30.6, Synergy_ZIP=-12.7, Synergy_Bliss=-1.82, Synergy_Loewe=-0.465, Synergy_HSA=1.69. Drug 1: C1=C(C(=O)NC(=O)N1)N(CCCl)CCCl. (6) Drug 1: CC1OCC2C(O1)C(C(C(O2)OC3C4COC(=O)C4C(C5=CC6=C(C=C35)OCO6)C7=CC(=C(C(=C7)OC)O)OC)O)O. Drug 2: CCCCCOC(=O)NC1=NC(=O)N(C=C1F)C2C(C(C(O2)C)O)O. Cell line: NCI-H522. Synergy scores: CSS=27.0, Synergy_ZIP=-7.20, Synergy_Bliss=-0.0931, Synergy_Loewe=-14.8, Synergy_HSA=1.48.